From a dataset of Full USPTO retrosynthesis dataset with 1.9M reactions from patents (1976-2016). Predict the reactants needed to synthesize the given product. (1) Given the product [Cl:1][C:2]1[CH:7]=[C:6]([NH:8][S:9]([CH3:12])(=[O:10])=[O:11])[C:5]([F:13])=[C:4]([C:14]2[N:15]=[C:16]([CH:29]3[CH2:31][CH2:30]3)[S:17][C:18]=2[C:19]2[CH:24]=[CH:23][N:22]=[C:21]([NH:32][CH2:33][C@@H:34]([NH:36][C:37](=[O:43])[O:38][C:39]([CH3:42])([CH3:41])[CH3:40])[CH3:35])[N:20]=2)[CH:3]=1, predict the reactants needed to synthesize it. The reactants are: [Cl:1][C:2]1[CH:3]=[C:4]([C:14]2[N:15]=[C:16]([CH:29]3[CH2:31][CH2:30]3)[S:17][C:18]=2[C:19]2[CH:24]=[CH:23][N:22]=[C:21](S(C)(=O)=O)[N:20]=2)[C:5]([F:13])=[C:6]([NH:8][S:9]([CH3:12])(=[O:11])=[O:10])[CH:7]=1.[NH2:32][CH2:33][C@@H:34]([NH:36][C:37](=[O:43])[O:38][C:39]([CH3:42])([CH3:41])[CH3:40])[CH3:35]. (2) Given the product [F:1][C:2]1[CH:7]=[C:6]([C:8]([O:10][CH2:47][C:46]([N:43]2[CH2:42][CH2:41][N:40]([C:37]3[CH:38]=[CH:39][C:34]([O:33][CH2:26][C:27]4[CH:32]=[CH:31][CH:30]=[CH:29][CH:28]=4)=[CH:35][CH:36]=3)[CH2:45][CH2:44]2)=[O:49])=[O:9])[CH:5]=[CH:4][N:3]=1, predict the reactants needed to synthesize it. The reactants are: [F:1][C:2]1[CH:7]=[C:6]([C:8]([OH:10])=[O:9])[CH:5]=[CH:4][N:3]=1.C(N(CC)CC)C.ClC(OCC(C)C)=O.[CH2:26]([O:33][C:34]1[CH:39]=[CH:38][C:37]([N:40]2[CH2:45][CH2:44][N:43]([C:46](=[O:49])[CH2:47]O)[CH2:42][CH2:41]2)=[CH:36][CH:35]=1)[C:27]1[CH:32]=[CH:31][CH:30]=[CH:29][CH:28]=1. (3) Given the product [CH3:34][C:27]1[CH:28]=[C:29]([O:33][CH2:38][CH2:37][S:36][CH3:35])[CH:30]=[C:31]([CH3:32])[C:26]=1[C:5]1[CH:4]=[CH:3][C:2]([F:1])=[C:10]2[C:6]=1[CH2:7][CH2:8][C@H:9]2[O:11][C:12]1[CH:25]=[CH:24][C:15]2[C@H:16]([CH2:19][C:20]([O:22][CH3:23])=[O:21])[CH2:17][O:18][C:14]=2[CH:13]=1, predict the reactants needed to synthesize it. The reactants are: [F:1][C:2]1[CH:3]=[CH:4][C:5]([C:26]2[C:31]([CH3:32])=[CH:30][C:29]([OH:33])=[CH:28][C:27]=2[CH3:34])=[C:6]2[C:10]=1[C@H:9]([O:11][C:12]1[CH:25]=[CH:24][C:15]3[C@H:16]([CH2:19][C:20]([O:22][CH3:23])=[O:21])[CH2:17][O:18][C:14]=3[CH:13]=1)[CH2:8][CH2:7]2.[CH3:35][S:36][CH2:37][CH2:38]O.N(C(N1CCCCC1)=O)=NC(N1CCCCC1)=O.C(P(CCCC)CCCC)CCC. (4) The reactants are: [CH3:1][C:2]1[CH:7]=[CH:6][C:5]([NH2:8])=[CH:4][C:3]=1[NH:9][C:10]1[N:15]=[C:14]([C:16]2[CH:21]=[N:20][CH:19]=[CH:18][N:17]=2)[CH:13]=[CH:12][N:11]=1.[F:22][C:23]([F:34])([F:33])[C:24]1[CH:25]=[C:26]([CH:30]=[CH:31][CH:32]=1)[C:27](O)=[O:28].F[P-](F)(F)(F)(F)F.N1(O[P+](N(C)C)(N(C)C)N(C)C)C2C=CC=CC=2N=N1.CCN(C(C)C)C(C)C. Given the product [CH3:1][C:2]1[CH:7]=[CH:6][C:5]([NH:8][C:27](=[O:28])[C:26]2[CH:30]=[CH:31][CH:32]=[C:24]([C:23]([F:22])([F:33])[F:34])[CH:25]=2)=[CH:4][C:3]=1[NH:9][C:10]1[N:15]=[C:14]([C:16]2[CH:21]=[N:20][CH:19]=[CH:18][N:17]=2)[CH:13]=[CH:12][N:11]=1, predict the reactants needed to synthesize it. (5) Given the product [NH:25]([C:51]([O:53][C:54]([CH3:56])([CH3:57])[CH3:55])=[O:52])[C@H:26]([C:48]([N:58]1[CH2:67][CH2:66][CH2:65][C@H:59]1[C:60]([NH:62][CH2:63][CH3:64])=[O:61])=[O:50])[CH2:27][CH2:28][CH2:29][NH:30][C:31](=[NH:47])[NH:32][S:33]([C:36]1[C:45]([CH3:46])=[C:43]([CH3:44])[C:40]([O:41][CH3:42])=[CH:39][C:37]=1[CH3:38])(=[O:34])=[O:35], predict the reactants needed to synthesize it. The reactants are: CN(C(ON1N=NC2C=CC=CC1=2)=[N+](C)C)C.F[P-](F)(F)(F)(F)F.[NH:25]([C:51]([O:53][C:54]([CH3:57])([CH3:56])[CH3:55])=[O:52])[C@H:26]([C:48]([OH:50])=O)[CH2:27][CH2:28][CH2:29][NH:30][C:31](=[NH:47])[NH:32][S:33]([C:36]1[C:45]([CH3:46])=[C:43]([CH3:44])[C:40]([O:41][CH3:42])=[CH:39][C:37]=1[CH3:38])(=[O:35])=[O:34].[NH:58]1[CH2:67][CH2:66][CH2:65][C@H:59]1[C:60]([NH:62][CH2:63][CH3:64])=[O:61].Cl.C(N(CC)CC)C. (6) The reactants are: C([O:5][C:6]([CH:8]1[CH:14]([NH:15][S:16]([CH2:19][C:20]2[CH:25]=[CH:24][CH:23]=[CH:22][CH:21]=2)(=[O:18])=[O:17])[CH2:13][CH:12]=[CH:11][CH2:10][N:9]1[S:26]([C:29]1[CH:34]=[CH:33][C:32]([O:35][CH3:36])=[CH:31][CH:30]=1)(=[O:28])=[O:27])=[O:7])(C)(C)C.C(OC(C1C(NC(OCC2C=CC=CC=2)=O)CC=CCN1S(C1C=CC(OC)=CC=1)(=O)=O)=O)(C)(C)C. Given the product [CH3:36][O:35][C:32]1[CH:33]=[CH:34][C:29]([S:26]([N:9]2[CH2:10][CH:11]=[CH:12][CH2:13][CH:14]([NH:15][S:16]([CH2:19][C:20]3[CH:21]=[CH:22][CH:23]=[CH:24][CH:25]=3)(=[O:18])=[O:17])[CH:8]2[C:6]([OH:7])=[O:5])(=[O:28])=[O:27])=[CH:30][CH:31]=1, predict the reactants needed to synthesize it. (7) Given the product [CH3:2][O:1][C:3]1[CH:4]=[C:5]2[C:9](=[CH:10][CH:11]=1)[NH:8][C:7](=[O:12])/[C:6]/2=[CH:13]/[C:15]1[CH:23]=[C:22]2[C:18]([C:19](/[CH:24]=[CH:25]/[C:26]3[CH:34]=[CH:33][C:29]([C:30]([OH:32])=[O:31])=[CH:28][CH:27]=3)=[N:20][NH:21]2)=[CH:17][CH:16]=1, predict the reactants needed to synthesize it. The reactants are: [O:1]([C:3]1[CH:4]=[C:5]2[C:9](=[CH:10][CH:11]=1)[NH:8][C:7](=[O:12])[CH2:6]2)[CH3:2].[CH:13]([C:15]1[CH:23]=[C:22]2[C:18]([C:19](/[CH:24]=[CH:25]/[C:26]3[CH:34]=[CH:33][C:29]([C:30]([OH:32])=[O:31])=[CH:28][CH:27]=3)=[N:20][NH:21]2)=[CH:17][CH:16]=1)=O. (8) Given the product [C:6]([O:28][C@@H:24]([C@@H:23]([NH:22][C:20](=[O:21])[C:19]1[CH:36]=[C:37]([CH3:39])[CH:38]=[C:17]([O:16][C:13](=[O:15])[CH3:14])[C:18]=1[CH3:40])[CH2:29][C:30]1[CH:35]=[CH:34][CH:33]=[CH:32][CH:31]=1)[C:25]([OH:27])=[O:26])(=[O:8])[CH3:7], predict the reactants needed to synthesize it. The reactants are: CS(O)(=O)=O.[C:6](OC(=O)C)(=[O:8])[CH3:7].[C:13]([O:16][C:17]1[C:18]([CH3:40])=[C:19]([CH:36]=[C:37]([CH3:39])[CH:38]=1)[C:20]([NH:22][C@@H:23]([CH2:29][C:30]1[CH:35]=[CH:34][CH:33]=[CH:32][CH:31]=1)[C@H:24]([OH:28])[C:25]([OH:27])=[O:26])=[O:21])(=[O:15])[CH3:14].CCCCCCC. (9) Given the product [Br:1][C:2]1[CH:16]=[CH:15][C:5]([O:6][C:7]2[CH:14]=[CH:13][CH:12]=[C:9]([C:10]#[N:11])[CH:8]=2)=[C:4]([CH:17]=[N:40][C:38]([O:47][Si:20]([CH3:27])([CH3:26])[CH3:19])=[CH2:39])[CH:3]=1, predict the reactants needed to synthesize it. The reactants are: [Br:1][C:2]1[CH:16]=[CH:15][C:5]([O:6][C:7]2[CH:8]=[C:9]([CH:12]=[CH:13][CH:14]=2)[C:10]#[N:11])=[C:4]([CH:17]=O)[CH:3]=1.[CH3:19][Si:20]([CH3:27])([CH3:26])N[Si:20]([CH3:27])([CH3:26])[CH3:19].C([Li])CCC.C[Si](Cl)(C)C.[CH2:38]([N:40](CC)CC)[CH3:39].C(Cl)(=[O:47])C.